This data is from Full USPTO retrosynthesis dataset with 1.9M reactions from patents (1976-2016). The task is: Predict the reactants needed to synthesize the given product. (1) Given the product [F:31][C:26]1[CH:27]=[C:28]2[C:23](=[CH:24][CH:25]=1)[N:22]=[C:21]([N:15]1[CH2:16][CH2:17][CH:12]([N:5]3[C:6]4=[N:7][CH:8]=[CH:9][N:10]=[C:11]4[C:3]([CH3:19])([CH3:2])[C:4]3=[O:18])[CH2:13][CH2:14]1)[N:30]=[CH:29]2, predict the reactants needed to synthesize it. The reactants are: Cl.[CH3:2][C:3]1([CH3:19])[C:11]2[C:6](=[N:7][CH:8]=[CH:9][N:10]=2)[N:5]([CH:12]2[CH2:17][CH2:16][NH:15][CH2:14][CH2:13]2)[C:4]1=[O:18].Cl[C:21]1[N:30]=[CH:29][C:28]2[C:23](=[CH:24][CH:25]=[C:26]([F:31])[CH:27]=2)[N:22]=1.C(=O)([O-])[O-].[K+].[K+].O. (2) Given the product [ClH:14].[N:15]12[CH2:22][CH2:21][CH:18]([CH2:19][CH2:20]1)[C@@H:17]([NH:23][C:24]([C:26]1[O:27][C:28]3[CH:34]=[CH:33][C:32]([C:6]4[CH:7]=[CH:8][C:3]([O:2][CH3:1])=[CH:4][CH:5]=4)=[CH:31][C:29]=3[CH:30]=1)=[O:25])[CH2:16]2, predict the reactants needed to synthesize it. The reactants are: [CH3:1][O:2][C:3]1[CH:8]=[CH:7][C:6](B(O)O)=[CH:5][CH:4]=1.[OH-].[Na+].[ClH:14].[N:15]12[CH2:22][CH2:21][CH:18]([CH2:19][CH2:20]1)[C@@H:17]([NH:23][C:24]([C:26]1[O:27][C:28]3[CH:34]=[CH:33][C:32](Br)=[CH:31][C:29]=3[CH:30]=1)=[O:25])[CH2:16]2. (3) Given the product [CH2:1]([N:8]1[CH2:13][CH2:12][CH:11]([N:14]([CH3:26])[C:15]2[CH:23]=[CH:22][C:18]([C:19]([NH2:21])=[O:20])=[C:17]([O:24][CH3:25])[CH:16]=2)[CH2:10][CH2:9]1)[C:2]1[CH:3]=[CH:4][CH:5]=[CH:6][CH:7]=1, predict the reactants needed to synthesize it. The reactants are: [CH2:1]([N:8]1[CH2:13][CH2:12][CH:11]([NH:14][C:15]2[CH:23]=[CH:22][C:18]([C:19]([NH2:21])=[O:20])=[C:17]([O:24][CH3:25])[CH:16]=2)[CH2:10][CH2:9]1)[C:2]1[CH:7]=[CH:6][CH:5]=[CH:4][CH:3]=1.[C:26]([BH3-])#N.[Na+].C(O)(=O)C.C=O. (4) Given the product [CH3:1][N:2]1[C:10]2[C:5](=[CH:6][C:7]([O:11][C:12]3[CH:13]=[C:14]([O:22][CH3:23])[C:15]([OH:20])=[C:16]([O:18][CH3:19])[CH:17]=3)=[CH:8][CH:9]=2)[C:4]([C:24]#[N:25])=[CH:3]1, predict the reactants needed to synthesize it. The reactants are: [CH3:1][N:2]1[C:10]2[C:5](=[CH:6][C:7]([O:11][C:12]3[CH:17]=[C:16]([O:18][CH3:19])[C:15]([O:20]C)=[C:14]([O:22][CH3:23])[CH:13]=3)=[CH:8][CH:9]=2)[C:4]([C:24]#[N:25])=[CH:3]1.C[Si](I)(C)C.O. (5) Given the product [F:1][C:2]1[N:7]=[CH:6][C:5]([C:13]2[CH:25]=[CH:24][C:16]([C:17]([NH:19][S:20]([CH3:23])(=[O:22])=[O:21])=[O:18])=[CH:15][C:14]=2[O:26][CH3:27])=[CH:4][C:3]=1[CH3:11], predict the reactants needed to synthesize it. The reactants are: [F:1][C:2]1[N:7]=[CH:6][C:5](B(O)O)=[CH:4][C:3]=1[CH3:11].Br[C:13]1[CH:25]=[CH:24][C:16]([C:17]([NH:19][S:20]([CH3:23])(=[O:22])=[O:21])=[O:18])=[CH:15][C:14]=1[O:26][CH3:27].C1(OC)CCCC1.C(=O)([O-])[O-].[Na+].[Na+]. (6) The reactants are: [NH2:1][C@:2]12[CH2:37][CH2:36][C@@H:35]([C:38]([CH3:40])=[CH2:39])[C@@H:3]1[C@@H:4]1[C@@:17]([CH3:20])([CH2:18][CH2:19]2)[C@@:16]2([CH3:21])[C@@H:7]([C@:8]3([CH3:34])[C@@H:13]([CH2:14][CH2:15]2)[C:12]([CH3:23])([CH3:22])[C:11]([C:24]2[CH:33]=[CH:32][C:27]([C:28]([O:30][CH3:31])=[O:29])=[CH:26][CH:25]=2)=[CH:10][CH2:9]3)[CH2:6][CH2:5]1.[CH:41]1([CH:44]=O)[CH2:43][CH2:42]1.C(O[BH-](OC(=O)C)OC(=O)C)(=O)C.[Na+]. Given the product [CH:41]1([CH2:44][NH:1][C@:2]23[CH2:37][CH2:36][C@@H:35]([C:38]([CH3:40])=[CH2:39])[C@@H:3]2[C@@H:4]2[C@@:17]([CH3:20])([CH2:18][CH2:19]3)[C@@:16]3([CH3:21])[C@@H:7]([C@:8]4([CH3:34])[C@@H:13]([CH2:14][CH2:15]3)[C:12]([CH3:22])([CH3:23])[C:11]([C:24]3[CH:25]=[CH:26][C:27]([C:28]([O:30][CH3:31])=[O:29])=[CH:32][CH:33]=3)=[CH:10][CH2:9]4)[CH2:6][CH2:5]2)[CH2:43][CH2:42]1, predict the reactants needed to synthesize it. (7) Given the product [C:1]([C:5]1[CH:6]=[C:7]([NH:36][S:37]([CH3:40])(=[O:38])=[O:39])[C:8]([O:34][CH3:35])=[C:9]([NH:11][C:12]([C:14]2[N:15]([CH3:33])[C:16]3[C:21]([CH:22]=2)=[CH:20][CH:19]=[CH:18][C:17]=3[CH2:23][N:24]2[CH2:25][CH2:26][CH:27]([C:30]([N:45]3[CH2:46][CH2:47][C@H:43]([N:42]([CH3:48])[CH3:41])[CH2:44]3)=[O:31])[CH2:28][CH2:29]2)=[O:13])[CH:10]=1)([CH3:4])([CH3:3])[CH3:2], predict the reactants needed to synthesize it. The reactants are: [C:1]([C:5]1[CH:6]=[C:7]([NH:36][S:37]([CH3:40])(=[O:39])=[O:38])[C:8]([O:34][CH3:35])=[C:9]([NH:11][C:12]([C:14]2[N:15]([CH3:33])[C:16]3[C:21]([CH:22]=2)=[CH:20][CH:19]=[CH:18][C:17]=3[CH2:23][N:24]2[CH2:29][CH2:28][CH:27]([C:30](O)=[O:31])[CH2:26][CH2:25]2)=[O:13])[CH:10]=1)([CH3:4])([CH3:3])[CH3:2].[CH3:41][N:42]([CH3:48])[C@H:43]1[CH2:47][CH2:46][NH:45][CH2:44]1.